Dataset: Catalyst prediction with 721,799 reactions and 888 catalyst types from USPTO. Task: Predict which catalyst facilitates the given reaction. (1) Reactant: [Br:1][C:2]1[CH:3]=[CH:4][C:5]([O:15][CH2:16][C:17]2[CH:22]=[CH:21][CH:20]=[CH:19][CH:18]=2)=[C:6]([C:8](=O)[CH2:9][CH2:10][C:11](=O)[CH3:12])[CH:7]=1.[CH3:23][O:24][C:25](=[O:33])[C:26]1[CH:31]=[CH:30][C:29]([NH2:32])=[CH:28][CH:27]=1.CC1C=CC(S(O)(=O)=O)=CC=1. Product: [CH3:23][O:24][C:25](=[O:33])[C:26]1[CH:31]=[CH:30][C:29]([N:32]2[C:11]([CH3:12])=[CH:10][CH:9]=[C:8]2[C:6]2[CH:7]=[C:2]([Br:1])[CH:3]=[CH:4][C:5]=2[O:15][CH2:16][C:17]2[CH:22]=[CH:21][CH:20]=[CH:19][CH:18]=2)=[CH:28][CH:27]=1. The catalyst class is: 11. (2) Reactant: [N:1]([CH2:4][CH2:5][C@H:6]([NH:17][C:18]([C:20]1[C:21]2[CH:28]=[N:27][N:26]([C:29]3[CH:34]=[CH:33][C:32]([F:35])=[CH:31][CH:30]=3)[C:22]=2[CH:23]=[N:24][CH:25]=1)=[O:19])[C:7]1[CH:12]=[CH:11][N:10]=[C:9]([S:13]([CH3:16])(=[O:15])=[O:14])[CH:8]=1)=[N+]=[N-].C1(P(C2C=CC=CC=2)C2C=CC=CC=2)C=CC=CC=1.O.C(#N)C. Product: [NH2:1][CH2:4][CH2:5][C@H:6]([NH:17][C:18]([C:20]1[C:21]2[CH:28]=[N:27][N:26]([C:29]3[CH:30]=[CH:31][C:32]([F:35])=[CH:33][CH:34]=3)[C:22]=2[CH:23]=[N:24][CH:25]=1)=[O:19])[C:7]1[CH:12]=[CH:11][N:10]=[C:9]([S:13]([CH3:16])(=[O:14])=[O:15])[CH:8]=1. The catalyst class is: 1. (3) Reactant: [Cl:1][C:2]1[CH:9]=[CH:8][C:5]([C:6]#[N:7])=[C:4](F)[CH:3]=1.[CH2:11]([O:13][C:14]1[CH:15]=[C:16]([CH:19]=[CH:20][C:21]=1[OH:22])[CH:17]=[O:18])[CH3:12].C(=O)([O-])[O-].[Cs+].[Cs+].O. Product: [Cl:1][C:2]1[CH:9]=[CH:8][C:5]([C:6]#[N:7])=[C:4]([O:22][C:21]2[CH:20]=[CH:19][C:16]([CH:17]=[O:18])=[CH:15][C:14]=2[O:13][CH2:11][CH3:12])[CH:3]=1. The catalyst class is: 3.